Task: Predict the reaction yield, written as a fraction of the theoretical maximum amount of product (1.0 means a 100% yield; for example, 0.34 means a 34% yield).. Dataset: Reaction yield outcomes from USPTO patents with 853,638 reactions The reactants are [F:1][C:2]([F:7])([F:6])[C:3]([OH:5])=[O:4].[Cl:8][C:9]1[C:14]([Cl:15])=[C:13]([O:16][CH2:17][C@H:18]([OH:34])[CH2:19][NH:20][C:21]([CH3:33])([CH3:32])[CH2:22][CH:23]2[CH2:31][C:30]3[C:25](=[CH:26][CH:27]=[CH:28][CH:29]=3)[CH2:24]2)[CH:12]=[CH:11][C:10]=1[CH:35]([CH2:39][CH:40]=[CH2:41])[C:36]([OH:38])=[O:37].S(=O)(=O)(O)O. The catalyst is C(O)C. The product is [F:1][C:2]([F:7])([F:6])[C:3]([OH:5])=[O:4].[CH2:2]([O:37][C:36](=[O:38])[CH:35]([C:10]1[CH:11]=[CH:12][C:13]([O:16][CH2:17][C@H:18]([OH:34])[CH2:19][NH:20][C:21]([CH3:33])([CH3:32])[CH2:22][CH:23]2[CH2:31][C:30]3[C:25](=[CH:26][CH:27]=[CH:28][CH:29]=3)[CH2:24]2)=[C:14]([Cl:15])[C:9]=1[Cl:8])[CH2:39][CH:40]=[CH2:41])[CH3:3]. The yield is 0.810.